This data is from Forward reaction prediction with 1.9M reactions from USPTO patents (1976-2016). The task is: Predict the product of the given reaction. (1) Given the reactants [CH3:1][CH:2]1[O:7][C:6]2[C:8]([C:14]3[CH:19]=[CH:18][CH:17]=[CH:16][CH:15]=3)=[CH:9][C:10]([CH:12]=O)=[CH:11][C:5]=2[NH:4][C:3]1=[O:20].[CH:21]1([NH:24][C:25](=[O:38])[C:26]2[CH:31]=[CH:30][C:29]([N:32]3[CH2:37][CH2:36][NH:35][CH2:34][CH2:33]3)=[CH:28][CH:27]=2)[CH2:23][CH2:22]1, predict the reaction product. The product is: [CH:21]1([NH:24][C:25](=[O:38])[C:26]2[CH:27]=[CH:28][C:29]([N:32]3[CH2:33][CH2:34][N:35]([CH2:12][C:10]4[CH:9]=[C:8]([C:14]5[CH:19]=[CH:18][CH:17]=[CH:16][CH:15]=5)[C:6]5[O:7][CH:2]([CH3:1])[C:3](=[O:20])[NH:4][C:5]=5[CH:11]=4)[CH2:36][CH2:37]3)=[CH:30][CH:31]=2)[CH2:23][CH2:22]1. (2) Given the reactants [NH:1]1[C:9]2[C:4](=[CH:5][C:6]([NH:10][C:11]3[C:12]4[C:19]5[CH2:20][CH2:21][CH:22]([C:24](O)=[O:25])[CH2:23][C:18]=5[S:17][C:13]=4[N:14]=[CH:15][N:16]=3)=[CH:7][CH:8]=2)[CH:3]=[N:2]1.[NH2:27][C:28]1[C:29]([CH3:34])=[CH:30][CH:31]=[CH:32][CH:33]=1.C(N(CC)C(C)C)(C)C.C(P1(=O)OP(CCC)(=O)OP(CCC)(=O)O1)CC.C(P(OP(CCC)=O)=O)CC, predict the reaction product. The product is: [NH:1]1[C:9]2[C:4](=[CH:5][C:6]([NH:10][C:11]3[C:12]4[C:19]5[CH2:20][CH2:21][CH:22]([C:24]([NH:27][C:28]6[CH:33]=[CH:32][CH:31]=[CH:30][C:29]=6[CH3:34])=[O:25])[CH2:23][C:18]=5[S:17][C:13]=4[N:14]=[CH:15][N:16]=3)=[CH:7][CH:8]=2)[CH:3]=[N:2]1. (3) The product is: [CH:35]([C:38]1[CH:39]=[CH:40][C:41]([N:44]2[C:48]3[N:49]=[C:50]([N:61]4[CH2:66][CH2:65][O:64][CH2:63][CH2:62]4)[N:51]=[C:52]([C:53]4[CH:54]=[C:55]([OH:59])[CH:56]=[CH:57][CH:58]=4)[C:47]=3[CH2:46][CH2:45]2)=[CH:42][CH:43]=1)([CH3:37])[CH3:36]. Given the reactants ClC1C(CCCl)=C(C2C=CC=C(OC)C=2)N=C(N2CCOCC2)N=1.C(C1C=CC(N)=CC=1)(C)C.[CH:35]([C:38]1[CH:43]=[CH:42][C:41]([N:44]2[C:48]3[N:49]=[C:50]([N:61]4[CH2:66][CH2:65][O:64][CH2:63][CH2:62]4)[N:51]=[C:52]([C:53]4[CH:58]=[CH:57][CH:56]=[C:55]([O:59]C)[CH:54]=4)[C:47]=3[CH2:46][CH2:45]2)=[CH:40][CH:39]=1)([CH3:37])[CH3:36], predict the reaction product. (4) Given the reactants [CH3:1][C:2]1[CH:7]=[CH:6][CH:5]=[C:4]([C:8]([CH3:11])([CH3:10])[CH3:9])[C:3]=1[OH:12].CO.[CH2:15]([OH:18])[CH:16]=[CH2:17], predict the reaction product. The product is: [C:8]([C:4]1[CH:5]=[C:6]([CH2:17][CH2:16][CH2:15][OH:18])[CH:7]=[C:2]([CH3:1])[C:3]=1[OH:12])([CH3:9])([CH3:11])[CH3:10]. (5) Given the reactants CN(C)C=[CH:4][C:5]([C:7]1[CH:8]=[C:9]([NH:13][C:14](=[O:25])[C:15]2[CH:20]=[CH:19][CH:18]=[C:17]([C:21]([F:24])([F:23])[F:22])[CH:16]=2)[CH:10]=[CH:11][CH:12]=1)=[O:6].C(N)(=O)C1C=CC=CC=1, predict the reaction product. The product is: [C:5]([C:7]1[CH:8]=[C:9]([NH:13][C:14](=[O:25])[C:15]2[CH:20]=[CH:19][CH:18]=[C:17]([C:21]([F:23])([F:22])[F:24])[CH:16]=2)[CH:10]=[CH:11][CH:12]=1)(=[O:6])[CH3:4]. (6) Given the reactants Cl[C:2]1[CH:3]=[C:4]([C:17]2[CH:22]=[CH:21][CH:20]=[CH:19][CH:18]=2)[C:5](=[O:16])[N:6]([C:8]2[CH:13]=[CH:12][CH:11]=[CH:10][C:9]=2[C:14]#[N:15])[N:7]=1.C([Sn](CCCC)(CCCC)[C:28]1[CH:33]=[N:32][CH:31]=[CH:30][N:29]=1)CCC, predict the reaction product. The product is: [C:14]([C:9]1[CH:10]=[CH:11][CH:12]=[CH:13][C:8]=1[N:6]1[C:5](=[O:16])[C:4]([C:17]2[CH:22]=[CH:21][CH:20]=[CH:19][CH:18]=2)=[CH:3][C:2]([C:28]2[CH:33]=[N:32][CH:31]=[CH:30][N:29]=2)=[N:7]1)#[N:15]. (7) Given the reactants [O:1]1[CH2:6][CH2:5][CH:4]([O:7][C:8]2[C:13]([NH2:14])=[CH:12][CH:11]=[CH:10][N:9]=2)[CH2:3][CH2:2]1.Cl[C:16]1[C:17]2[C:24]([CH3:25])=[C:23]([C:26]([O:28][CH3:29])=[O:27])[S:22][C:18]=2[N:19]=[CH:20][N:21]=1.C1(C)C=CC(S(O)(=O)=O)=CC=1.[OH-].[NH4+].O, predict the reaction product. The product is: [CH3:25][C:24]1[C:17]2[C:16]([NH:14][C:13]3[C:8]([O:7][CH:4]4[CH2:5][CH2:6][O:1][CH2:2][CH2:3]4)=[N:9][CH:10]=[CH:11][CH:12]=3)=[N:21][CH:20]=[N:19][C:18]=2[S:22][C:23]=1[C:26]([O:28][CH3:29])=[O:27].